This data is from Full USPTO retrosynthesis dataset with 1.9M reactions from patents (1976-2016). The task is: Predict the reactants needed to synthesize the given product. (1) Given the product [CH3:30][NH:29][C:27](=[O:28])[C:26]1[CH:31]=[CH:32][CH:33]=[CH:34][C:25]=1[NH:24][C:13](=[O:15])[CH2:12][N:5]1[C:6]2[CH2:7][CH2:8][CH2:9][CH2:10][C:11]=2[C:3]([C:2]([F:1])([F:17])[F:16])=[N:4]1, predict the reactants needed to synthesize it. The reactants are: [F:1][C:2]([F:17])([F:16])[C:3]1[C:11]2[CH2:10][CH2:9][CH2:8][CH2:7][C:6]=2[N:5]([CH2:12][C:13]([OH:15])=O)[N:4]=1.C(Cl)(=O)C(Cl)=O.[NH2:24][C:25]1[CH:34]=[CH:33][CH:32]=[CH:31][C:26]=1[C:27]([NH:29][CH3:30])=[O:28].O. (2) Given the product [CH3:40][O:39][C:37]([C:36]1[CH:41]=[CH:42][C:33]([CH2:32][CH2:31][C:28]2[CH:27]=[CH:26][C:25]([NH:24][C:22]([C:21]3[C:20]4[CH2:43][CH2:44][CH2:45][CH2:46][C:19]=4[S:18][C:17]=3[NH:16][C:14]([C:13]3[CH:12]=[C:11]([CH:49]=[CH:48][CH:47]=3)[CH2:10][N:4]([CH:5]([CH2:6][CH3:7])[CH2:8][CH3:9])[CH2:3][CH2:2][N:54]3[CH2:55][CH2:56][CH:57]([C:58]([O:60][CH2:61][CH3:62])=[O:59])[CH2:63][CH2:64]3)=[O:15])=[O:23])=[CH:30][CH:29]=2)=[CH:34][CH:35]=1)=[O:38], predict the reactants needed to synthesize it. The reactants are: O[CH2:2][CH2:3][N:4]([CH2:10][C:11]1[CH:12]=[C:13]([CH:47]=[CH:48][CH:49]=1)[C:14]([NH:16][C:17]1[S:18][C:19]2[CH2:46][CH2:45][CH2:44][CH2:43][C:20]=2[C:21]=1[C:22]([NH:24][C:25]1[CH:30]=[CH:29][C:28]([CH2:31][CH2:32][C:33]2[CH:42]=[CH:41][C:36]([C:37]([O:39][CH3:40])=[O:38])=[CH:35][CH:34]=2)=[CH:27][CH:26]=1)=[O:23])=[O:15])[CH:5]([CH2:8][CH3:9])[CH2:6][CH3:7].S(Cl)(Cl)=O.[NH:54]1[CH2:64][CH2:63][CH:57]([C:58]([O:60][CH2:61][CH3:62])=[O:59])[CH2:56][CH2:55]1. (3) Given the product [NH2:17][C:12]1[C:11]2[C:15](=[CH:16][C:8]([C:6]3[N:7]=[C:2]([NH2:1])[N:3]=[C:4]([N:23]([CH3:22])[CH2:24][CH2:25][C:26]4[CH:31]=[CH:30][CH:29]=[CH:28][CH:27]=4)[CH:5]=3)=[CH:9][CH:10]=2)[NH:14][N:13]=1, predict the reactants needed to synthesize it. The reactants are: [NH2:1][C:2]1[N:7]=[C:6]([C:8]2[CH:16]=[C:15]3[C:11]([C:12]([NH2:17])=[N:13][NH:14]3)=[CH:10][CH:9]=2)[CH:5]=[C:4](S(C)(=O)=O)[N:3]=1.[CH3:22][NH:23][CH2:24][CH2:25][C:26]1[CH:31]=[CH:30][CH:29]=[CH:28][CH:27]=1.CCN(C(C)C)C(C)C. (4) Given the product [C:16]([O:20][C:21]([N:23]1[CH2:28][CH2:27][CH:26]([O:15][C:7]2[CH:6]=[C:5]([O:4][CH2:3][CH2:2][F:1])[CH:14]=[CH:13][C:8]=2[C:9]([O:11][CH3:12])=[O:10])[CH2:25][CH2:24]1)=[O:22])([CH3:19])([CH3:17])[CH3:18], predict the reactants needed to synthesize it. The reactants are: [F:1][CH2:2][CH2:3][O:4][C:5]1[CH:14]=[CH:13][C:8]([C:9]([O:11][CH3:12])=[O:10])=[C:7]([OH:15])[CH:6]=1.[C:16]([O:20][C:21]([N:23]1[CH2:28][CH2:27][CH:26](O)[CH2:25][CH2:24]1)=[O:22])([CH3:19])([CH3:18])[CH3:17].C1(P(C2C=CC=CC=2)C2C=CC=CC=2)C=CC=CC=1.N(C(OCC)=O)=NC(OCC)=O.